From a dataset of Full USPTO retrosynthesis dataset with 1.9M reactions from patents (1976-2016). Predict the reactants needed to synthesize the given product. (1) Given the product [Cl:1][C:2]1[CH:10]=[C:9]2[C:5]([C:6]([I:12])=[N:7][NH:8]2)=[C:4]([F:11])[CH:3]=1, predict the reactants needed to synthesize it. The reactants are: [Cl:1][C:2]1[CH:10]=[C:9]2[C:5]([CH:6]=[N:7][NH:8]2)=[C:4]([F:11])[CH:3]=1.[I:12]I.[OH-].[K+].S([O-])([O-])(=O)=S.[Na+].[Na+]. (2) Given the product [CH3:31][O:32][C:33]1[CH:34]=[C:35]([C:43]2[CH:51]=[CH:50][C:46]([C:47]([N:23]3[CH2:24][CH2:25][N:20]([CH2:19][C:17]4[CH:16]=[CH:15][N:14]=[C:13]([C:5]5[CH:6]=[C:7]([O:11][CH3:12])[C:8]([O:9][CH3:10])=[C:3]([O:2][CH3:1])[CH:4]=5)[CH:18]=4)[CH2:21][CH2:22]3)=[O:48])=[CH:45][CH:44]=2)[CH:36]=[C:37]([O:41][CH3:42])[C:38]=1[O:39][CH3:40], predict the reactants needed to synthesize it. The reactants are: [CH3:1][O:2][C:3]1[CH:4]=[C:5]([C:13]2[CH:18]=[C:17]([CH2:19][N:20]3[CH2:25][CH2:24][NH:23][CH2:22][CH2:21]3)[CH:16]=[CH:15][N:14]=2)[CH:6]=[C:7]([O:11][CH3:12])[C:8]=1[O:9][CH3:10].C(=O)([O-])O.[Na+].[CH3:31][O:32][C:33]1[CH:34]=[C:35]([C:43]2[CH:51]=[CH:50][C:46]([C:47](Cl)=[O:48])=[CH:45][CH:44]=2)[CH:36]=[C:37]([O:41][CH3:42])[C:38]=1[O:39][CH3:40].O. (3) Given the product [F:1][C:2]1[C:7]([O:8][CH3:9])=[CH:6][C:5]([O:10][CH3:11])=[C:4]([F:12])[C:3]=1[N:13]1[CH2:18][C:17]2[CH:19]=[N:20][C:21]([CH:23]=[O:29])=[CH:22][C:16]=2[N:15]([CH2:25][CH3:26])[C:14]1=[O:27], predict the reactants needed to synthesize it. The reactants are: [F:1][C:2]1[C:7]([O:8][CH3:9])=[CH:6][C:5]([O:10][CH3:11])=[C:4]([F:12])[C:3]=1[N:13]1[CH2:18][C:17]2[CH:19]=[N:20][C:21]([CH:23]=C)=[CH:22][C:16]=2[N:15]([CH2:25][CH3:26])[C:14]1=[O:27].I([O-])(=O)(=O)=[O:29].[Na+].